Task: Predict the product of the given reaction.. Dataset: Forward reaction prediction with 1.9M reactions from USPTO patents (1976-2016) (1) Given the reactants [I:1][C:2]1[CH:3]=[C:4]2[C:8](=[CH:9][CH:10]=1)[NH:7][C:6](=[O:11])[C:5]2=O.[CH2:13]([O:20][C:21]1[CH:30]=[CH:29][C:24]([C:25]([NH:27][NH2:28])=[O:26])=[CH:23][CH:22]=1)[C:14]1[CH:19]=[CH:18][CH:17]=[CH:16][CH:15]=1, predict the reaction product. The product is: [CH2:13]([O:20][C:21]1[CH:22]=[CH:23][C:24]([C:25]([NH:27][N:28]=[C:5]2[C:4]3[C:8](=[CH:9][CH:10]=[C:2]([I:1])[CH:3]=3)[NH:7][C:6]2=[O:11])=[O:26])=[CH:29][CH:30]=1)[C:14]1[CH:15]=[CH:16][CH:17]=[CH:18][CH:19]=1. (2) Given the reactants [O:1]1[CH2:5][C@H:4]([OH:6])[C@H:3]2[O:7][CH2:8][C@H:9]([OH:10])[C@@H:2]12.[O:11]1[CH:16]=[CH:15][CH2:14][CH2:13][CH2:12]1, predict the reaction product. The product is: [O:11]1[CH2:16][CH2:15][CH2:14][CH2:13][CH:12]1[O:6][C@@H:4]1[C@H:3]2[O:7][CH2:8][C@H:9]([OH:10])[C@H:2]2[O:1][CH2:5]1. (3) Given the reactants N(C(OC(C)(C)C)=O)[C@H](C(O)=[O:5])C.[CH:14]1([N:20]=[C:21]=[N:22][CH:23]2[CH2:28][CH2:27][CH2:26][CH2:25][CH2:24]2)[CH2:19][CH2:18][CH2:17][CH2:16][CH2:15]1, predict the reaction product. The product is: [C:21]([NH:20][CH:14]1[CH2:15][CH2:16][CH2:17][CH2:18][CH2:19]1)([NH:22][CH:23]1[CH2:28][CH2:27][CH2:26][CH2:25][CH2:24]1)=[O:5]. (4) Given the reactants [C:1]([C:3]1[C:4]([N:21]2[CH2:26][CH2:25][CH:24]([C:27](O)=[O:28])[CH2:23][CH2:22]2)=[N:5][C:6]([CH2:14][N:15]2[CH2:19][CH2:18][CH2:17][C:16]2=[O:20])=[C:7]([C:9]([O:11][CH2:12][CH3:13])=[O:10])[CH:8]=1)#[N:2].[F:30][C:31]1[CH:36]=[CH:35][C:34]([NH:37][S:38]([NH2:41])(=[O:40])=[O:39])=[CH:33][CH:32]=1, predict the reaction product. The product is: [C:1]([C:3]1[C:4]([N:21]2[CH2:22][CH2:23][CH:24]([C:27](=[O:28])[NH:41][S:38]([NH:37][C:34]3[CH:33]=[CH:32][C:31]([F:30])=[CH:36][CH:35]=3)(=[O:40])=[O:39])[CH2:25][CH2:26]2)=[N:5][C:6]([CH2:14][N:15]2[CH2:19][CH2:18][CH2:17][C:16]2=[O:20])=[C:7]([CH:8]=1)[C:9]([O:11][CH2:12][CH3:13])=[O:10])#[N:2]. (5) Given the reactants [Br:1][C:2]1[CH:3]=[C:4]([CH:8]=[C:9]([I:11])[CH:10]=1)[C:5](O)=[O:6].Cl.[CH3:13][NH:14][CH3:15].CCN(C(C)C)C(C)C, predict the reaction product. The product is: [Br:1][C:2]1[CH:3]=[C:4]([CH:8]=[C:9]([I:11])[CH:10]=1)[C:5]([N:14]([CH3:15])[CH3:13])=[O:6]. (6) Given the reactants F[C:2]1[CH:9]=[CH:8][C:7]([C:10]([F:13])([F:12])[F:11])=[CH:6][C:3]=1[CH:4]=[O:5].[C:14]([N:21]1[CH2:26][CH2:25][NH:24][CH2:23][CH2:22]1)([O:16][C:17]([CH3:20])([CH3:19])[CH3:18])=[O:15].C([O-])([O-])=O.[K+].[K+], predict the reaction product. The product is: [C:17]([O:16][C:14]([N:21]1[CH2:26][CH2:25][N:24]([C:2]2[CH:9]=[CH:8][C:7]([C:10]([F:13])([F:12])[F:11])=[CH:6][C:3]=2[CH:4]=[O:5])[CH2:23][CH2:22]1)=[O:15])([CH3:20])([CH3:18])[CH3:19]. (7) Given the reactants [C:1]([C:3]1[CH:11]=[CH:10][CH:9]=[CH:8][C:4]=1[C:5]([OH:7])=[O:6])#[N:2].[C:12]1(O)[CH:17]=[CH:16][CH:15]=[CH:14][CH:13]=1.C1CN([P+](ON2N=NC3C=CC=CC2=3)(N2CCCC2)N2CCCC2)CC1.F[P-](F)(F)(F)(F)F.C(N(CC)CC)C, predict the reaction product. The product is: [C:1]([C:3]1[CH:11]=[CH:10][CH:9]=[CH:8][C:4]=1[C:5]([O:7][C:12]1[CH:17]=[CH:16][CH:15]=[CH:14][CH:13]=1)=[O:6])#[N:2].